From a dataset of Catalyst prediction with 721,799 reactions and 888 catalyst types from USPTO. Predict which catalyst facilitates the given reaction. (1) Reactant: [O:1]1[CH:5]=[CH:4][C:3]([C:6]([OH:8])=O)=[CH:2]1.C(N1C=CN=C1)(N1C=CN=C1)=O.[Mg+].[C:22]([O:28][CH2:29][CH3:30])(=[O:27])[CH2:23]C([O-])=O.Cl. Product: [O:1]1[CH:5]=[CH:4][C:3]([C:6](=[O:8])[CH2:23][C:22]([O:28][CH2:29][CH3:30])=[O:27])=[CH:2]1. The catalyst class is: 253. (2) Reactant: [CH3:1][O:2][C:3](=[O:45])[C:4]1[CH:9]=[CH:8][C:7]([CH2:10][O:11][C:12]2[CH:17]=[CH:16][C:15]([CH2:18][C@H:19]([NH:37]C(OC(C)(C)C)=O)[C:20]3[N:21]([CH2:33][CH2:34][CH2:35][CH3:36])[CH:22]=[C:23]([C:25]4[CH:30]=[CH:29][C:28]([Cl:31])=[CH:27][C:26]=4[Cl:32])[N:24]=3)=[CH:14][CH:13]=2)=[CH:6][CH:5]=1.Cl. Product: [ClH:31].[CH3:1][O:2][C:3](=[O:45])[C:4]1[CH:9]=[CH:8][C:7]([CH2:10][O:11][C:12]2[CH:17]=[CH:16][C:15]([CH2:18][C@H:19]([NH2:37])[C:20]3[N:21]([CH2:33][CH2:34][CH2:35][CH3:36])[CH:22]=[C:23]([C:25]4[CH:30]=[CH:29][C:28]([Cl:31])=[CH:27][C:26]=4[Cl:32])[N:24]=3)=[CH:14][CH:13]=2)=[CH:6][CH:5]=1. The catalyst class is: 12. (3) Reactant: [Cl:1][C:2]1[CH:3]=[C:4]([CH:33]=[CH:34][CH:35]=1)[O:5][C:6]1[CH:11]=[CH:10][C:9]([NH:12][C:13]2[C:14]3[N:21]([CH2:22][CH2:23][NH:24]C(=O)OC(C)(C)C)[CH:20]=[CH:19][C:15]=3[N:16]=[CH:17][N:18]=2)=[CH:8][C:7]=1[CH3:32].[ClH:36]. Product: [ClH:1].[ClH:36].[NH2:24][CH2:23][CH2:22][N:21]1[C:14]2[C:13]([NH:12][C:9]3[CH:10]=[CH:11][C:6]([O:5][C:4]4[CH:33]=[CH:34][CH:35]=[C:2]([Cl:1])[CH:3]=4)=[C:7]([CH3:32])[CH:8]=3)=[N:18][CH:17]=[N:16][C:15]=2[CH:19]=[CH:20]1. The catalyst class is: 7. (4) Reactant: [N+:1]([C:4]1[CH:27]=[CH:26][C:7]([CH2:8][C:9]([CH2:16][C:17]2[CH:22]=[CH:21][C:20]([N+:23]([O-:25])=[O:24])=[CH:19][CH:18]=2)([C:13]([OH:15])=[O:14])C(O)=O)=[CH:6][CH:5]=1)([O-:3])=[O:2].[Cl:28][CH2:29][CH2:30][CH2:31][CH2:32][CH2:33][CH2:34]O.S(=O)(=O)(O)O. Product: [N+:1]([C:4]1[CH:27]=[CH:26][C:7]([CH2:8][CH:9]([CH2:16][C:17]2[CH:18]=[CH:19][C:20]([N+:23]([O-:25])=[O:24])=[CH:21][CH:22]=2)[C:13]([O:15][CH2:34][CH2:33][CH2:32][CH2:31][CH2:30][CH2:29][Cl:28])=[O:14])=[CH:6][CH:5]=1)([O-:3])=[O:2]. The catalyst class is: 11. (5) Reactant: C([O:3][C:4]([C:6]1([S:20]([C:23]2[CH:28]=[CH:27][C:26]([O:29][CH3:30])=[CH:25][CH:24]=2)(=[O:22])=[O:21])[CH2:11][CH2:10][N:9]([CH2:12][C:13]2[CH:18]=[CH:17][C:16]([Br:19])=[CH:15][CH:14]=2)[CH2:8][CH2:7]1)=[O:5])C. Product: [Br:19][C:16]1[CH:15]=[CH:14][C:13]([CH2:12][N:9]2[CH2:10][CH2:11][C:6]([S:20]([C:23]3[CH:24]=[CH:25][C:26]([O:29][CH3:30])=[CH:27][CH:28]=3)(=[O:22])=[O:21])([C:4]([OH:5])=[O:3])[CH2:7][CH2:8]2)=[CH:18][CH:17]=1. The catalyst class is: 702. (6) Product: [CH3:14][N:12]1[C:13]2[C:5]3([C:25]4[CH:30]=[CH:29][CH:28]=[CH:27][CH:26]=4)[CH:6]([CH:21]([CH3:24])[C:22]4[O:23][N:32]=[CH:2][C:3]=4[CH2:4]3)[CH2:7][CH2:8][C:9]=2[C:10]([C:15]2[CH:20]=[CH:19][CH:18]=[CH:17][CH:16]=2)=[N:11]1. The catalyst class is: 40. Reactant: O/[CH:2]=[C:3]1/[CH2:4][C:5]2([C:25]3[CH:30]=[CH:29][CH:28]=[CH:27][CH:26]=3)[C:13]3[N:12]([CH3:14])[N:11]=[C:10]([C:15]4[CH:20]=[CH:19][CH:18]=[CH:17][CH:16]=4)[C:9]=3[CH2:8][CH2:7][CH:6]2[CH:21]([CH3:24])[C:22]/1=[O:23].Cl.[NH2:32]O.C1(C)C=CC(S(O)(=O)=O)=CC=1.C1(C)C=CC=CC=1. (7) Product: [CH3:12][C:2]([O:13][CH2:14][C@H:15]1[CH2:17][O:16]1)([CH3:1])[CH2:3][N:4]1[CH:8]=[CH:7][C:6]([NH2:9])=[N:5]1. The catalyst class is: 8. Reactant: [CH3:1][C:2]([O:13][CH2:14][C@H:15]1[CH2:17][O:16]1)([CH3:12])[CH2:3][N:4]1[CH:8]=[CH:7][C:6]([N+:9]([O-])=O)=[N:5]1.C(OCC)(=O)C.[H][H].